This data is from M1 muscarinic receptor antagonist screen with 61,756 compounds. The task is: Binary Classification. Given a drug SMILES string, predict its activity (active/inactive) in a high-throughput screening assay against a specified biological target. (1) The result is 0 (inactive). The drug is s1c(cc(c1N)C(=O)c1c(OC)cccc1)CC. (2) The compound is O=C(NC1CC1)C(c1nc2c(nc1N1CCCC1)cccc2)C#N. The result is 0 (inactive). (3) The compound is O=C(N1CCN(CC1)C(=O)c1occc1)c1[nH]c(c(c1C)C(=O)C)C. The result is 0 (inactive). (4) The drug is O(c1ccc(C(NC(=O)c2c(noc2C)c2ccccc2)CC(O)=O)cc1)C(C)C. The result is 0 (inactive).